Dataset: Catalyst prediction with 721,799 reactions and 888 catalyst types from USPTO. Task: Predict which catalyst facilitates the given reaction. (1) Reactant: [Br:1][C:2]1[C:10]2[N:9]=[C:8]([CH3:11])[NH:7][C:6]=2[CH:5]=[C:4]([Cl:12])[CH:3]=1.CC1C=CC(S(O)(=O)=O)=CC=1.O.[O:25]1[CH:30]=[CH:29][CH2:28][CH2:27][CH2:26]1. The catalyst class is: 1. Product: [Br:1][C:2]1[C:10]2[N:9]=[C:8]([CH3:11])[N:7]([CH:26]3[CH2:27][CH2:28][CH2:29][CH2:30][O:25]3)[C:6]=2[CH:5]=[C:4]([Cl:12])[CH:3]=1. (2) Reactant: C(OC(=O)[NH:7][C@H:8]1[CH2:13][CH2:12][CH2:11][N:10]([C:14]2[N:22]([CH2:23][C:24]3[CH:29]=[CH:28][CH:27]=[CH:26][CH:25]=3)[C:21]3[C:20](=O)[NH:19][CH:18]=[N:17][C:16]=3[C:15]=2[C:31]#[N:32])[CH2:9]1)(C)(C)C.[C:34](=[O:37])([O-])[O-].[K+].[K+].BrC[C:42]1[CH:43]=[CH:44][CH:45]=[C:46]2[C:51]=1[CH:50]=[N:49][CH:48]=[CH:47]2.[ClH:52]. Product: [ClH:52].[NH2:7][C@H:8]1[CH2:13][CH2:12][CH2:11][N:10]([C:14]2[N:22]([CH2:23][C:24]3[CH:29]=[CH:28][CH:27]=[CH:26][CH:25]=3)[C:21]3[C:34](=[O:37])[N:19]([CH2:20][C:47]4[CH:46]=[CH:45][CH:44]=[C:43]5[C:48]=4[N:49]=[CH:50][CH:51]=[CH:42]5)[CH:18]=[N:17][C:16]=3[C:15]=2[C:31]#[N:32])[CH2:9]1. The catalyst class is: 121. (3) Reactant: Br[C:2]1[CH:3]=[C:4]([O:10][C:11]2[CH:12]=[N:13][N:14]([CH3:16])[CH:15]=2)[C:5](=[O:9])[N:6]([CH3:8])[CH:7]=1.[CH:17]1([CH2:20][O:21][C:22]2[CH:27]=[CH:26][C:25]([S:28]([CH3:31])(=[O:30])=[O:29])=[CH:24][C:23]=2B2OC(C)(C)C(C)(C)O2)[CH2:19][CH2:18]1.[O-]P([O-])([O-])=O.[K+].[K+].[K+]. Product: [CH:17]1([CH2:20][O:21][C:22]2[CH:27]=[CH:26][C:25]([S:28]([CH3:31])(=[O:30])=[O:29])=[CH:24][C:23]=2[C:2]2[CH:3]=[C:4]([O:10][C:11]3[CH:12]=[N:13][N:14]([CH3:16])[CH:15]=3)[C:5](=[O:9])[N:6]([CH3:8])[CH:7]=2)[CH2:18][CH2:19]1. The catalyst class is: 117. (4) Reactant: [CH3:1][C@@H:2]1[CH2:7][C@H:6]([CH3:8])[C:5](=[O:9])[O:4][C:3]1=O.[H-].[Al+3].[Li+].[H-].[H-].[H-].O.[OH-].[Na+]. Product: [CH3:1][C@H:2]([CH2:7][C@H:6]([CH3:8])[CH2:5][OH:9])[CH2:3][OH:4]. The catalyst class is: 27. (5) Product: [N+:1]([C:4]1[CH:5]=[CH:6][C:7]([S:10][CH2:15][C:16]2[CH:21]=[CH:20][CH:19]=[CH:18][N:17]=2)=[N:8][CH:9]=1)([O-:3])=[O:2]. The catalyst class is: 5. Reactant: [N+:1]([C:4]1[CH:5]=[CH:6][C:7]([SH:10])=[N:8][CH:9]=1)([O-:3])=[O:2].[OH-].[Na+].Cl.Cl[CH2:15][C:16]1[CH:21]=[CH:20][CH:19]=[CH:18][N:17]=1. (6) Reactant: [Si:1]([O:8][C@H:9]([CH3:35])[C@@H:10]([NH:25][C:26]1[CH:31]=[CH:30][C:29]([C:32]#[N:33])=[C:28]([Cl:34])[CH:27]=1)[C:11]([NH:13][NH:14][C:15](=O)[C:16]1[CH:21]=[CH:20][C:19]([C:22]#[N:23])=[CH:18][CH:17]=1)=[O:12])([C:4]([CH3:7])([CH3:6])[CH3:5])([CH3:3])[CH3:2].C1C=CC(P(C2C=CC=CC=2)C2C=CC=CC=2)=CC=1.II.CCN(CC)CC. Product: [Si:1]([O:8][C@H:9]([CH3:35])[C@@H:10]([NH:25][C:26]1[CH:31]=[CH:30][C:29]([C:32]#[N:33])=[C:28]([Cl:34])[CH:27]=1)[C:11]1[O:12][C:15]([C:16]2[CH:17]=[CH:18][C:19]([C:22]#[N:23])=[CH:20][CH:21]=2)=[N:14][N:13]=1)([C:4]([CH3:6])([CH3:5])[CH3:7])([CH3:3])[CH3:2]. The catalyst class is: 2.